Dataset: Full USPTO retrosynthesis dataset with 1.9M reactions from patents (1976-2016). Task: Predict the reactants needed to synthesize the given product. (1) Given the product [CH2:31]([O:8][C:6](=[O:7])/[CH:5]=[CH:29]/[C:20]1[CH:21]=[CH:22][C:23]2[C:28](=[CH:27][CH:26]=[CH:25][CH:24]=2)[N:19]=1)[CH3:32], predict the reactants needed to synthesize it. The reactants are: C(C(CC)(CC)C[CH:5](P(O)(O)=O)[C:6]([O-:8])=[O:7])C.[H-].[Na+].[N:19]1[C:28]2[C:23](=[CH:24][CH:25]=[CH:26][CH:27]=2)[CH:22]=[CH:21][C:20]=1[CH:29]=O.[C:31]1(C)C=CC=C[CH:32]=1. (2) Given the product [CH3:18][O:19][C:20]1[CH:21]=[C:22]([CH:25]=[C:26]([C:29]([O:5][C:1]([CH3:4])([CH3:3])[CH3:2])=[O:30])[C:27]=1[OH:28])[CH:23]=[O:24], predict the reactants needed to synthesize it. The reactants are: [C:1]([OH:5])([CH3:4])([CH3:3])[CH3:2].CCN=C=NCCCN(C)C.Cl.[CH3:18][O:19][C:20]1[CH:21]=[C:22]([CH:25]=[C:26]([C:29](O)=[O:30])[C:27]=1[OH:28])[CH:23]=[O:24].O.